Dataset: Forward reaction prediction with 1.9M reactions from USPTO patents (1976-2016). Task: Predict the product of the given reaction. Given the reactants [Si]([O:8][CH2:9][C:10]1[N:15]=[C:14]([CH2:16][CH2:17][CH2:18][N:19]2[CH2:24][CH2:23][O:22][CH2:21][CH2:20]2)[CH:13]=[CH:12][CH:11]=1)(C(C)(C)C)(C)C.CCCC[N+](CCCC)(CCCC)CCCC.[F-].C1COCC1, predict the reaction product. The product is: [N:19]1([CH2:18][CH2:17][CH2:16][C:14]2[N:15]=[C:10]([CH2:9][OH:8])[CH:11]=[CH:12][CH:13]=2)[CH2:24][CH2:23][O:22][CH2:21][CH2:20]1.